From a dataset of Forward reaction prediction with 1.9M reactions from USPTO patents (1976-2016). Predict the product of the given reaction. (1) Given the reactants [C:1]1([C:7]2[N:8]=[C:9]([C:12]3[C:16]([C:17](O)=[O:18])=[CH:15][N:14]([CH2:20][O:21][CH2:22][CH2:23][Si:24]([CH3:27])([CH3:26])[CH3:25])[N:13]=3)[S:10][CH:11]=2)[CH:6]=[CH:5][CH:4]=[CH:3][CH:2]=1.[CH:28]1([NH2:33])[CH2:32][CH2:31][CH2:30][CH2:29]1.CN(C(ON1N=NC2C=CC=NC1=2)=[N+](C)C)C.F[P-](F)(F)(F)(F)F.CCN(C(C)C)C(C)C, predict the reaction product. The product is: [CH:28]1([NH:33][C:17]([C:16]2[C:12]([C:9]3[S:10][CH:11]=[C:7]([C:1]4[CH:2]=[CH:3][CH:4]=[CH:5][CH:6]=4)[N:8]=3)=[N:13][N:14]([CH2:20][O:21][CH2:22][CH2:23][Si:24]([CH3:25])([CH3:27])[CH3:26])[CH:15]=2)=[O:18])[CH2:32][CH2:31][CH2:30][CH2:29]1. (2) Given the reactants [NH:1]1[C:9]2[C:4](=[CH:5][CH:6]=[CH:7][CH:8]=2)[C:3]([CH2:10][CH2:11][CH2:12][C:13]([OH:15])=O)=[CH:2]1.C(N1C=CN=C1)(N1C=CN=C1)=O.[Cl:28][C:29]1[CH:30]=[C:31]2[C:40](=[CH:41][CH:42]=1)[C:39]([NH:43][CH2:44][CH2:45][CH2:46][CH2:47][CH2:48][NH2:49])=[C:38]1[C:33]([CH2:34][CH2:35][CH2:36][CH2:37]1)=[N:32]2, predict the reaction product. The product is: [Cl:28][C:29]1[CH:30]=[C:31]2[C:40](=[CH:41][CH:42]=1)[C:39]([NH:43][CH2:44][CH2:45][CH2:46][CH2:47][CH2:48][NH:49][C:13](=[O:15])[CH2:12][CH2:11][CH2:10][C:3]1[C:4]3[C:9](=[CH:8][CH:7]=[CH:6][CH:5]=3)[NH:1][CH:2]=1)=[C:38]1[C:33]([CH2:34][CH2:35][CH2:36][CH2:37]1)=[N:32]2.